Dataset: Peptide-MHC class II binding affinity with 134,281 pairs from IEDB. Task: Regression. Given a peptide amino acid sequence and an MHC pseudo amino acid sequence, predict their binding affinity value. This is MHC class II binding data. (1) The peptide sequence is SLRKLSSVCLALTNS. The MHC is DRB1_0101 with pseudo-sequence DRB1_0101. The binding affinity (normalized) is 0.896. (2) The peptide sequence is MGRDIKVQFQSGGAN. The MHC is HLA-DPA10201-DPB10501 with pseudo-sequence HLA-DPA10201-DPB10501. The binding affinity (normalized) is 0. (3) The peptide sequence is DTGGLIDSPSINLDVRKQYK. The MHC is DRB1_0101 with pseudo-sequence DRB1_0101. The binding affinity (normalized) is 0.375. (4) The peptide sequence is VFLGSAYGIPKVPPG. The MHC is DRB4_0101 with pseudo-sequence DRB4_0103. The binding affinity (normalized) is 0.156. (5) The peptide sequence is TTAAGAASGAATVAA. The MHC is DRB3_0202 with pseudo-sequence DRB3_0202. The binding affinity (normalized) is 0.196.